Dataset: Peptide-MHC class II binding affinity with 134,281 pairs from IEDB. Task: Regression. Given a peptide amino acid sequence and an MHC pseudo amino acid sequence, predict their binding affinity value. This is MHC class II binding data. (1) The peptide sequence is YDIFLANVSTVLTGK. The MHC is DRB1_0401 with pseudo-sequence DRB1_0401. The binding affinity (normalized) is 0.524. (2) The peptide sequence is SGHAFGAMAKKGDEQ. The MHC is DRB1_1001 with pseudo-sequence DRB1_1001. The binding affinity (normalized) is 0.339.